Dataset: Experimentally validated miRNA-target interactions with 360,000+ pairs, plus equal number of negative samples. Task: Binary Classification. Given a miRNA mature sequence and a target amino acid sequence, predict their likelihood of interaction. (1) The miRNA is hsa-miR-548ah-5p with sequence AAAAGUGAUUGCAGUGUUUG. The protein sequence of the target gene is MTGLYELVWRVLHALLCLHRTLTSWLRVRFGTWNWIWRRCCRAASAAVLAPLGFTLRKPPAVGRNRRHHRHPRGGSCLAAAHHRMRWRADGRSLEKLPVHMGLVITEVEQEPSFSDIASLVVWCMAVGISYISVYDHQGIFKRNNSRLMDEILKQQQELLGLDCSKYSPEFANSNDKDDQVLNCHLAVKVLSPEDGKADIVRAAQDFCQLVAQKQKRPTDLDVDTLASLLSSNGCPDPDLVLKFGPVDSTLGFLPWHIRLTEIVSLPSHLNISYEDFFSALRQYAACEQRLGK. Result: 1 (interaction). (2) The miRNA is mmu-miR-362-5p with sequence AAUCCUUGGAACCUAGGUGUGAAU. The protein sequence of the target gene is MSSTLGKLSNQVEETLPLLKKVPANYFHICSAILMGFSLSKSATQVSAIHMDSKVDDHLIRGTEKSRLEPATQLFQNTKKIRLEDTNQENFTRIEGTGTGSLSGKALGSVVYVKESDGLEMTDVE. Result: 0 (no interaction). (3) The miRNA is hsa-miR-6817-3p with sequence UCUCUCUGACUCCAUGGCA. The protein sequence of the target gene is MAEKFDCHYCRDPLQGKKYVQKDGHHCCLKCFDKFCANTCVECRKPIGADSKEVHYKNRFWHDTCFRCAKCLHPLANETFVAKDNKILCNKCTTREDSPKCKGCFKAIVAGDQNVEYKGTVWHKDCFTCSNCKQVIGTGSFFPKGEDFYCVTCHETKFAKHCVKCNKAITSGGITYQDQPWHADCFVCVTCSKKLAGQRFTAVEDQYYCVDCYKNFVAKKCAGCKNPITGKRTVSRVSHPVSKARKPPVCHGKRLPLTLFPSANLRGRHPGGERTCPSWVVVLYRKNRSLAAPRGPGLVK.... Result: 0 (no interaction). (4) The miRNA is cel-miR-1018 with sequence AGAGAGAUCAUUGGACUUACAG. The protein sequence of the target gene is MFSGLTLNCVLLLLQLLLARSLENAYVFEVGKNAYLPCSYTLSTPGALVPMCWGKGFCPWSQCTNELLRTDERNVTYQKSSRYQLKGDLNKGDVSLIIKNVTLDDHGTYCCRIQFPGLMNDKKLELKLDIKAAKVTPAQTAHGDSTTASPRTLTTERNGSETQTLVTLHNNNGTKISTWADEIKDSGETIRTAIHIGVGVSAGLTLALIIGVLILKWYSCKKKKLSSLSLITLANLPPGGLANAGAVRIRSEENIYTIEENVYEVENSNEYYCYVNSQQPS. Result: 0 (no interaction). (5) The miRNA is hsa-miR-6775-5p with sequence UCGGGGCAUGGGGGAGGGAGGCUGG. The protein sequence of the target gene is MAASTMSICSSACTNSWQVDDCPESCCELPCGTPSCCAPAPCLTLVCTPVSCVSSPCCQAACEPSACQSGCTSSCTPSCCQQSSCQPACCTSSPCQQACCVPVCCKPVCCVPVCCGASSCCQQSSCQPACCASSSCQQSCRVPVCCKAVCCVPTCSESSSSCCQQSSCQPACCTSSPCQQSCCVSVCCKPVCCKSICCVPVCSGASSPCCQQSSCQPACCTSSCCRPSSSVSLLCRPVCSRPASCSFSSGQKSSC. Result: 0 (no interaction). (6) The miRNA is hsa-miR-8064 with sequence AGCACACUGAGCGAGCGGAC. The protein sequence of the target gene is MAEEKGGKQVLEESAFEEMERDFQGVLHELSGDKSLEKFRIEYERLHAVMKKSYDNEKRLMAKCRELNAEIVVNSAKVATALKLSQDDQTTIASLKKEIEKAWKMVDSAYDKEQKAKETILALKEEIVNLTKLVEQGSGLSMDQHSNIRDLLRFKEEVTKERDQLLSEVVKLRESLAQTTEQQQETERSKEEAEHAISQFQQEIQQRQNEASREFRKKEKLEKELKQIQADMDSRQTEIKALQQYVQKSKEELQKLEQQLKEQKILNERAAKELEQFQMRNAKLQQENEQHSLVCEQLSQ.... Result: 0 (no interaction).